This data is from Full USPTO retrosynthesis dataset with 1.9M reactions from patents (1976-2016). The task is: Predict the reactants needed to synthesize the given product. (1) Given the product [CH3:21][O:20][C:15]1[CH:16]=[CH:17][CH:18]=[CH:19][C:14]=1[CH2:13][NH:12][C:6]1[CH:5]=[CH:4][C:3]2[C:8](=[CH:9][CH:10]=[CH:11][C:2]=2[C:22]2[CH:27]=[CH:26][CH:25]=[CH:24][CH:23]=2)[N:7]=1, predict the reactants needed to synthesize it. The reactants are: Br[C:2]1[CH:11]=[CH:10][CH:9]=[C:8]2[C:3]=1[CH:4]=[CH:5][C:6]([NH:12][CH2:13][C:14]1[CH:19]=[CH:18][CH:17]=[CH:16][C:15]=1[O:20][CH3:21])=[N:7]2.[C:22]1(B(O)O)[CH:27]=[CH:26][CH:25]=[CH:24][CH:23]=1.C1(P(C2C=CC=CC=2)C2C=CC=CC=2)C=CC=CC=1.O. (2) Given the product [Si:1]([O:18][CH:19]1[CH2:22][N:21]([C:23]2[S:24][CH:25]=[C:26]([C:28](=[O:29])[NH:54][C@@H:52]([CH3:53])[CH2:51][O:50][Si:33]([C:46]([CH3:48])([CH3:49])[CH3:47])([C:40]3[CH:41]=[CH:42][CH:43]=[CH:44][CH:45]=3)[C:34]3[CH:35]=[CH:36][CH:37]=[CH:38][CH:39]=3)[N:27]=2)[CH2:20]1)([C:14]([CH3:17])([CH3:16])[CH3:15])([C:2]1[CH:3]=[CH:4][CH:5]=[CH:6][CH:7]=1)[C:8]1[CH:13]=[CH:12][CH:11]=[CH:10][CH:9]=1, predict the reactants needed to synthesize it. The reactants are: [Si:1]([O:18][CH:19]1[CH2:22][N:21]([C:23]2[S:24][CH:25]=[C:26]([C:28](OCC)=[O:29])[N:27]=2)[CH2:20]1)([C:14]([CH3:17])([CH3:16])[CH3:15])([C:8]1[CH:13]=[CH:12][CH:11]=[CH:10][CH:9]=1)[C:2]1[CH:7]=[CH:6][CH:5]=[CH:4][CH:3]=1.[Si:33]([O:50][CH2:51][C@@H:52]([NH2:54])[CH3:53])([C:46]([CH3:49])([CH3:48])[CH3:47])([C:40]1[CH:45]=[CH:44][CH:43]=[CH:42][CH:41]=1)[C:34]1[CH:39]=[CH:38][CH:37]=[CH:36][CH:35]=1.C[Al](C)C.C(O)(=O)C.C(OCC)(=O)C. (3) Given the product [Cl:1][C:2]1[CH:3]=[CH:4][C:5]([CH:8]([CH:29]2[CH2:33][CH2:32][CH2:31][CH2:30]2)[C:9]([NH:11][C:12]2[CH:13]=[C:14]([CH:26]=[CH:27][CH:28]=2)[CH2:15][C:16]2([C:19]([OH:21])=[O:20])[CH2:18][CH2:17]2)=[O:10])=[CH:6][CH:7]=1, predict the reactants needed to synthesize it. The reactants are: [Cl:1][C:2]1[CH:7]=[CH:6][C:5]([CH:8]([CH:29]2[CH2:33][CH2:32][CH2:31][CH2:30]2)[C:9]([NH:11][C:12]2[CH:13]=[C:14]([CH:26]=[CH:27][CH:28]=2)[CH2:15][C:16]2([C:19]([O:21]C(C)(C)C)=[O:20])[CH2:18][CH2:17]2)=[O:10])=[CH:4][CH:3]=1.O.C(O)(C(F)(F)F)=O.